Dataset: Full USPTO retrosynthesis dataset with 1.9M reactions from patents (1976-2016). Task: Predict the reactants needed to synthesize the given product. (1) Given the product [OH:16][CH2:15][C@H:14]1[CH2:13][CH2:12][C:11](=[O:36])[N:10]1[C:9]1[CH:8]=[CH:7][C:4]([C:5]#[N:6])=[C:3]([C:37]([F:40])([F:38])[F:39])[C:2]=1[CH3:1], predict the reactants needed to synthesize it. The reactants are: [CH3:1][C:2]1[C:3]([C:37]([F:40])([F:39])[F:38])=[C:4]([CH:7]=[CH:8][C:9]=1[N:10]1[C@@H:14]([CH2:15][O:16]C(C2C=CC=CC=2)(C2C=CC=CC=2)C2C=CC=CC=2)[CH2:13][CH2:12][C:11]1=[O:36])[C:5]#[N:6]. (2) Given the product [Br:1][C:2]1[CH:3]=[CH:4][C:5]([Cl:21])=[C:6]([CH2:8][C:10]2[CH:15]=[CH:14][C:13]([CH:16]3[CH2:18][C:17]3([Br:20])[Br:19])=[CH:12][CH:11]=2)[CH:7]=1, predict the reactants needed to synthesize it. The reactants are: [Br:1][C:2]1[CH:3]=[CH:4][C:5]([Cl:21])=[C:6]([C:8]([C:10]2[CH:15]=[CH:14][C:13]([CH:16]3[CH2:18][C:17]3([Br:20])[Br:19])=[CH:12][CH:11]=2)=O)[CH:7]=1.C([SiH](CC)CC)C.O. (3) The reactants are: BrC1C=CC(OCOCC[Si](C)(C)C)=CC=1C.CO[C:20]1[C:21]([O:30][CH2:31][O:32][CH2:33][CH2:34][Si:35]([CH3:38])([CH3:37])[CH3:36])=[CH:22][C:23]([CH3:29])=[C:24]([B:26]([OH:28])[OH:27])[CH:25]=1. Given the product [CH3:29][C:23]1[CH:22]=[C:21]([O:30][CH2:31][O:32][CH2:33][CH2:34][Si:35]([CH3:36])([CH3:38])[CH3:37])[CH:20]=[CH:25][C:24]=1[B:26]([OH:28])[OH:27], predict the reactants needed to synthesize it. (4) Given the product [N:28]([C:19]([C:17]1[CH:16]=[CH:15][C:14]([CH3:23])=[C:13]([C:9]2[N:8]=[C:7]3[N:6]([CH3:24])[C:5](=[O:25])[N:4]([CH2:3][C:2]([CH3:1])([CH3:26])[CH3:27])[C:12]3=[CH:11][CH:10]=2)[CH:18]=1)([CH3:20])[CH3:21])=[N+:29]=[N-:30], predict the reactants needed to synthesize it. The reactants are: [CH3:1][C:2]([CH3:27])([CH3:26])[CH2:3][N:4]1[C:12]2[C:7](=[N:8][C:9]([C:13]3[CH:18]=[C:17]([C:19](O)([CH3:21])[CH3:20])[CH:16]=[CH:15][C:14]=3[CH3:23])=[CH:10][CH:11]=2)[N:6]([CH3:24])[C:5]1=[O:25].[N-:28]=[N+:29]=[N-:30].[Na+].FC(F)(F)C(O)=O. (5) Given the product [CH3:8][S:7][C:4]1[N:3]=[C:2]([N:12]2[CH2:13][CH:14]([CH3:16])[CH2:15][CH:10]([CH3:9])[CH2:11]2)[S:6][N:5]=1, predict the reactants needed to synthesize it. The reactants are: Cl[C:2]1[S:6][N:5]=[C:4]([S:7][CH3:8])[N:3]=1.[CH3:9][CH:10]1[CH2:15][CH:14]([CH3:16])[CH2:13][NH:12][CH2:11]1.